This data is from Peptide-MHC class II binding affinity with 134,281 pairs from IEDB. The task is: Regression. Given a peptide amino acid sequence and an MHC pseudo amino acid sequence, predict their binding affinity value. This is MHC class II binding data. The peptide sequence is DENPYKTWAYHGSYEVK. The MHC is DRB1_1501 with pseudo-sequence DRB1_1501. The binding affinity (normalized) is 0.627.